This data is from Catalyst prediction with 721,799 reactions and 888 catalyst types from USPTO. The task is: Predict which catalyst facilitates the given reaction. (1) Reactant: [C:1]1(=[O:11])[O:6][C:4](=O)[C:3]2=[CH:7][CH:8]=[CH:9][CH:10]=[C:2]12.[NH2:12][C:13]1[CH:35]=[CH:34][C:16]([CH2:17][N:18]2[C:22](=[O:23])[N:21]([C:24]3[CH:29]=[CH:28][C:27]([C:30]([F:33])([F:32])[F:31])=[CH:26][CH:25]=3)[N:20]=[N:19]2)=[CH:15][C:14]=1[CH3:36]. Product: [CH3:36][C:14]1[CH:15]=[C:16]([CH2:17][N:18]2[C:22](=[O:23])[N:21]([C:24]3[CH:25]=[CH:26][C:27]([C:30]([F:33])([F:32])[F:31])=[CH:28][CH:29]=3)[N:20]=[N:19]2)[CH:34]=[CH:35][C:13]=1[N:12]1[C:1](=[O:11])[C:2]2[C:3](=[CH:7][CH:8]=[CH:9][CH:10]=2)[C:4]1=[O:6]. The catalyst class is: 15. (2) Reactant: [CH3:1][C@H:2]1[C@:19](O)([C:20]([CH2:22][OH:23])=[O:21])[C@:18]2([CH3:25])[C@H:4]([C@H:5]3[C@:15]([F:27])([C@@H:16]([OH:26])[CH2:17]2)[C@:14]2([CH3:28])[C:8](=[CH:9][C:10]([CH:12]=[CH:13]2)=[O:11])[CH2:7][CH2:6]3)[CH2:3]1.C[Si](I)(C)C. Product: [CH3:1][C@H:2]1[C@H:19]([C:20]([CH2:22][OH:23])=[O:21])[C@:18]2([CH3:25])[C@H:4]([C@H:5]3[C@:15]([F:27])([C@@H:16]([OH:26])[CH2:17]2)[C@:14]2([CH3:28])[C:8](=[CH:9][C:10]([CH:12]=[CH:13]2)=[O:11])[CH2:7][CH2:6]3)[CH2:3]1. The catalyst class is: 545. (3) Reactant: [CH3:1][O:2][CH2:3][CH2:4][N:5]1[C:13]2[CH:12]=[CH:11][CH:10]=[CH:9][C:8]=2[C:7]2[CH2:14][N:15](C(OC(C)(C)C)=O)[CH2:16][CH2:17][C:6]1=2.[ClH:25]. Product: [ClH:25].[CH3:1][O:2][CH2:3][CH2:4][N:5]1[C:13]2[CH:12]=[CH:11][CH:10]=[CH:9][C:8]=2[C:7]2[CH2:14][NH:15][CH2:16][CH2:17][C:6]1=2. The catalyst class is: 71.